This data is from Catalyst prediction with 721,799 reactions and 888 catalyst types from USPTO. The task is: Predict which catalyst facilitates the given reaction. (1) Reactant: [C:1]([C:9]1[CH:18]=[CH:17][C:12]([C:13]([O:15][CH3:16])=[O:14])=[CH:11][CH:10]=1)(=[O:8])[C:2]1[CH:7]=[CH:6][CH:5]=[CH:4][CH:3]=1.[CH2:19](O)[CH2:20][OH:21].C[Si](C(O)C(O)[Si](C)(C)C)(C)C. Product: [C:2]1([C:1]2([C:9]3[CH:10]=[CH:11][C:12]([C:13]([O:15][CH3:16])=[O:14])=[CH:17][CH:18]=3)[O:21][CH2:20][CH2:19][O:8]2)[CH:3]=[CH:4][CH:5]=[CH:6][CH:7]=1. The catalyst class is: 11. (2) Reactant: [CH3:1][C:2]1[CH:7]=[C:6]([NH:8][S:9]([C:12]2[CH:13]=[CH:14][CH:15]=[C:16]3[C:21]=2[N:20]=[CH:19][CH:18]=[CH:17]3)(=[O:11])=[O:10])[CH:5]=[CH:4][C:3]=1[NH:22][C:23]([CH2:25][C:26]1[CH:33]=[CH:32][C:29]([C:30]#[N:31])=[CH:28][CH:27]=1)=[O:24].Cl.C(=O)([O-])[O-].[NH4+:39].[NH4+]. Product: [CH3:1][C:2]1[CH:7]=[C:6]([NH:8][S:9]([C:12]2[CH:13]=[CH:14][CH:15]=[C:16]3[C:21]=2[N:20]=[CH:19][CH:18]=[CH:17]3)(=[O:11])=[O:10])[CH:5]=[CH:4][C:3]=1[NH:22][C:23]([CH2:25][C:26]1[CH:27]=[CH:28][C:29]([C:30]([NH2:39])=[NH:31])=[CH:32][CH:33]=1)=[O:24]. The catalyst class is: 8. (3) Reactant: [C:1]([O:5][C:6]([N:8]1[CH2:13][CH:12]=[CH:11][CH2:10][CH2:9]1)=[O:7])([CH3:4])([CH3:3])[CH3:2].ClC1C=C(C=CC=1)C(OO)=[O:19]. Product: [C:1]([O:5][C:6]([N:8]1[CH2:9][CH2:10][CH:11]2[CH:12]([O:19]2)[CH2:13]1)=[O:7])([CH3:4])([CH3:2])[CH3:3]. The catalyst class is: 4. (4) Reactant: [C:1]([O:5][C:6]([NH:8][C@H:9]([C:20]([NH:22][C@@H:23]([C:25]([NH:27][CH2:28][C@@H:29]([NH2:37])[CH2:30][C:31]1[CH:36]=[CH:35][CH:34]=[CH:33][CH:32]=1)=[O:26])[CH3:24])=[O:21])[CH2:10][C:11]1[C:16]([CH3:17])=[CH:15][C:14]([OH:18])=[CH:13][C:12]=1[CH3:19])=[O:7])([CH3:4])([CH3:3])[CH3:2].[CH2:38]([O:45][C:46]([NH:48][C:49](N1C=CC=N1)=[N:50][C:51]([O:53][CH2:54][C:55]1[CH:60]=[CH:59][CH:58]=[CH:57][CH:56]=1)=[O:52])=[O:47])[C:39]1[CH:44]=[CH:43][CH:42]=[CH:41][CH:40]=1.C(N(CC)C(C)C)(C)C. Product: [C:1]([O:5][C:6]([NH:8][C@H:9]([C:20]([NH:22][C@@H:23]([C:25]([NH:27][CH2:28][C@@H:29]([NH:37]/[C:49](/[NH:50][C:51]([O:53][CH2:54][C:55]1[CH:60]=[CH:59][CH:58]=[CH:57][CH:56]=1)=[O:52])=[N:48]\[C:46]([O:45][CH2:38][C:39]1[CH:44]=[CH:43][CH:42]=[CH:41][CH:40]=1)=[O:47])[CH2:30][C:31]1[CH:36]=[CH:35][CH:34]=[CH:33][CH:32]=1)=[O:26])[CH3:24])=[O:21])[CH2:10][C:11]1[C:16]([CH3:17])=[CH:15][C:14]([OH:18])=[CH:13][C:12]=1[CH3:19])=[O:7])([CH3:2])([CH3:3])[CH3:4]. The catalyst class is: 1. (5) The catalyst class is: 5. Product: [F:17][CH:16]([F:18])[C@@H:10]1[CH2:9][NH:8][CH2:12][C@H:11]1[NH2:13]. Reactant: C([N:8]1[CH2:12][C@@H:11]([N+:13]([O-])=O)[C@H:10]([CH:16]([F:18])[F:17])[CH2:9]1)C1C=CC=CC=1. (6) Reactant: [CH2:1]([C:3]([C:21]1[CH:26]=[CH:25][C:24]([C:27]2[CH:32]=[CH:31][C:30]([C:33]([OH:35])=O)=[CH:29][CH:28]=2)=[C:23]([CH3:36])[CH:22]=1)([C:6]1[CH:11]=[CH:10][C:9]([CH2:12][CH2:13][CH:14]([OH:19])[C:15]([CH3:18])([CH3:17])[CH3:16])=[C:8]([CH3:20])[CH:7]=1)[CH2:4][CH3:5])[CH3:2].Cl.[NH2:38][OH:39].Cl.C(N=C=NCCCN(C)C)C.C(N(C(C)C)CC)(C)C.Cl. Product: [OH:39][NH:38][C:33]([C:30]1[CH:29]=[CH:28][C:27]([C:24]2[CH:25]=[CH:26][C:21]([C:3]([CH2:4][CH3:5])([C:6]3[CH:11]=[CH:10][C:9]([CH2:12][CH2:13][CH:14]([OH:19])[C:15]([CH3:16])([CH3:18])[CH3:17])=[C:8]([CH3:20])[CH:7]=3)[CH2:1][CH3:2])=[CH:22][C:23]=2[CH3:36])=[CH:32][CH:31]=1)=[O:35]. The catalyst class is: 119.